This data is from Full USPTO retrosynthesis dataset with 1.9M reactions from patents (1976-2016). The task is: Predict the reactants needed to synthesize the given product. (1) The reactants are: [F:1][C:2]([F:21])([F:20])[C:3]1[CH:4]=[CH:5][CH:6]=[C:7]2[C:12]=1[N:11]=[C:10]([C:13]1[CH:14]=[C:15]([OH:19])[CH:16]=[CH:17][CH:18]=1)[CH:9]=[N:8]2.[CH2:22]([S:24]([C:27]1[CH:32]=[CH:31][CH:30]=[C:29](F)[CH:28]=1)(=[O:26])=[O:25])[CH3:23].FC1C=CC=C(S(C)(=O)=O)C=1. Given the product [CH2:22]([S:24]([C:27]1[CH:28]=[C:29]([CH:30]=[CH:31][CH:32]=1)[O:19][C:15]1[CH:14]=[C:13]([C:10]2[CH:9]=[N:8][C:7]3[C:12](=[C:3]([C:2]([F:1])([F:20])[F:21])[CH:4]=[CH:5][CH:6]=3)[N:11]=2)[CH:18]=[CH:17][CH:16]=1)(=[O:25])=[O:26])[CH3:23], predict the reactants needed to synthesize it. (2) The reactants are: Cl.[NH2:2][C:3]1[N:11]=[CH:10][N:9]=[C:8]2[C:4]=1[N:5]=[CH:6][N:7]2[C:12]1[CH:17]=[CH:16][C:15]([NH:18][C:19]([NH:21][C:22]2[CH:27]=[CH:26][C:25]([Cl:28])=[C:24]([C:29]([F:32])([F:31])[F:30])[CH:23]=2)=[O:20])=[CH:14][CH:13]=1.CO[CH:35](OC)[N:36]([CH3:38])[CH3:37]. Given the product [ClH:28].[Cl:28][C:25]1[CH:26]=[CH:27][C:22]([NH:21][C:19](=[O:20])[NH:18][C:15]2[CH:14]=[CH:13][C:12]([N:7]3[CH:6]=[N:5][C:4]4[C:8]3=[N:9][CH:10]=[N:11][C:3]=4[N:2]=[CH:35][N:36]([CH3:38])[CH3:37])=[CH:17][CH:16]=2)=[CH:23][C:24]=1[C:29]([F:31])([F:32])[F:30], predict the reactants needed to synthesize it.